Dataset: Reaction yield outcomes from USPTO patents with 853,638 reactions. Task: Predict the reaction yield, written as a fraction of the theoretical maximum amount of product (1.0 means a 100% yield; for example, 0.34 means a 34% yield). (1) The reactants are [O:1]1[C:5]2([CH2:10][CH2:9][C:8](=[O:11])[CH2:7][CH2:6]2)[O:4][CH2:3][CH2:2]1.C1C=CC(N([S:19]([C:22]([F:25])([F:24])[F:23])(=[O:21])=[O:20])[S:19]([C:22]([F:25])([F:24])[F:23])(=[O:21])=[O:20])=CC=1.C[Si]([N-][Si](C)(C)C)(C)C.[K+].C1(C)C=CC=CC=1. The catalyst is C1COCC1. The product is [F:23][C:22]([F:25])([F:24])[S:19]([O:11][C:8]1[CH2:7][CH2:6][C:5]2([O:4][CH2:3][CH2:2][O:1]2)[CH2:10][CH:9]=1)(=[O:21])=[O:20]. The yield is 1.00. (2) The reactants are O=C1CCCC(CC(O)=O)C1.[F:12][C:13]1[CH:14]=[C:15]([CH:45]=[C:46]([F:48])[CH:47]=1)[CH2:16][C@H:17]([NH:31][C:32](=[O:44])[CH2:33][CH:34]1[CH2:39][CH2:38][CH:37](CCC)[C:36](=[O:43])[CH2:35]1)[C@H:18]([OH:30])[CH2:19][NH:20][CH2:21][C:22]1[CH:27]=[CH:26][CH:25]=[C:24]([CH2:28][CH3:29])[CH:23]=1. No catalyst specified. The product is [F:12][C:13]1[CH:14]=[C:15]([CH:45]=[C:46]([F:48])[CH:47]=1)[CH2:16][C@H:17]([NH:31][C:32](=[O:44])[CH2:33][CH:34]1[CH2:39][CH2:38][CH2:37][C:36](=[O:43])[CH2:35]1)[C@H:18]([OH:30])[CH2:19][NH:20][CH2:21][C:22]1[CH:27]=[CH:26][CH:25]=[C:24]([CH2:28][CH3:29])[CH:23]=1. The yield is 0.230. (3) The reactants are [CH:1]1([C@H:4]([N:8]2[CH:12]=[C:11]([C:13]3[C:14]4[CH:21]=[CH:20][N:19](COCC[Si](C)(C)C)[C:15]=4[N:16]=[CH:17][N:18]=3)[CH:10]=[N:9]2)[CH2:5][C:6]#[N:7])[CH2:3][CH2:2]1.F[B-](F)(F)F.[Li+].[NH4+].[OH-]. The catalyst is CC#N.O. The product is [CH:1]1([C@H:4]([N:8]2[CH:12]=[C:11]([C:13]3[C:14]4[CH:21]=[CH:20][NH:19][C:15]=4[N:16]=[CH:17][N:18]=3)[CH:10]=[N:9]2)[CH2:5][C:6]#[N:7])[CH2:3][CH2:2]1. The yield is 0.874. (4) The reactants are [Br:1][C:2]1[C:3]([O:13][CH2:14][CH2:15][CH2:16][CH:17]=O)=[N:4][C:5]2[NH:6][C:7](=[O:12])[CH2:8][CH2:9][C:10]=2[CH:11]=1.Cl.[C:20]1([N:30]2[CH2:35][CH2:34][NH:33][CH2:32][CH2:31]2)[C:29]2[C:24](=[CH:25][CH:26]=[CH:27][CH:28]=2)[CH:23]=[CH:22][CH:21]=1.CCN(CC)CC.[BH-](OC(C)=O)(OC(C)=O)OC(C)=O.[Na+]. The catalyst is ClCCCl. The product is [Br:1][C:2]1[CH:11]=[C:10]2[C:5](=[N:4][C:3]=1[O:13][CH2:14][CH2:15][CH2:16][CH2:17][N:33]1[CH2:32][CH2:31][N:30]([C:20]3[C:29]4[C:24](=[CH:25][CH:26]=[CH:27][CH:28]=4)[CH:23]=[CH:22][CH:21]=3)[CH2:35][CH2:34]1)[NH:6][C:7](=[O:12])[CH2:8][CH2:9]2. The yield is 0.760. (5) The reactants are [CH:1]([C:4]1[C:5]([O:36]COC)=[CH:6][C:7]([O:32]COC)=[C:8]([C:10]2[N:11]([C:24]3[CH:29]=[CH:28][C:27]([O:30][CH3:31])=[CH:26][CH:25]=3)[C:12]([S:15]([CH2:18][CH2:19][CH2:20][N:21]([CH3:23])[CH3:22])(=[O:17])=[O:16])=[N:13][N:14]=2)[CH:9]=1)([CH3:3])[CH3:2].Cl.C(=O)([O-])O.[Na+]. The catalyst is C(O)C. The product is [CH3:23][N:21]([CH3:22])[CH2:20][CH2:19][CH2:18][S:15]([C:12]1[N:11]([C:24]2[CH:25]=[CH:26][C:27]([O:30][CH3:31])=[CH:28][CH:29]=2)[C:10]([C:8]2[CH:9]=[C:4]([CH:1]([CH3:3])[CH3:2])[C:5]([OH:36])=[CH:6][C:7]=2[OH:32])=[N:14][N:13]=1)(=[O:17])=[O:16]. The yield is 0.357. (6) The reactants are [C:1]1([CH:7]([C:19]2[CH:24]=[CH:23][CH:22]=[CH:21][CH:20]=2)[CH2:8][N:9](C2C=CC=CC=2)[C:10](=[O:12])[O-])[CH:6]=[CH:5][CH:4]=[CH:3][CH:2]=1.[C:25]1([CH:31]([C:38]2[CH:43]=[CH:42][CH:41]=[CH:40][CH:39]=2)[N:32]2[CH2:37][CH2:36][NH:35][CH2:34][CH2:33]2)[CH:30]=[CH:29][CH:28]=[CH:27][CH:26]=1.C1CCN2C(=NCCC2)CC1. The catalyst is C1COCC1. The product is [C:19]1([CH:7]([C:1]2[CH:2]=[CH:3][CH:4]=[CH:5][CH:6]=2)[CH2:8][NH:9][C:10]([N:35]2[CH2:36][CH2:37][N:32]([CH:31]([C:25]3[CH:30]=[CH:29][CH:28]=[CH:27][CH:26]=3)[C:38]3[CH:43]=[CH:42][CH:41]=[CH:40][CH:39]=3)[CH2:33][CH2:34]2)=[O:12])[CH:20]=[CH:21][CH:22]=[CH:23][CH:24]=1. The yield is 0.892. (7) The reactants are [NH2:1][C:2](=[O:40])[CH2:3][C:4]1[CH:39]=[CH:38][CH:37]=[CH:36][C:5]=1[CH2:6][CH2:7][C:8]1[C:13]([C:14]([F:17])([F:16])[F:15])=[CH:12][N:11]=[C:10]([NH:18][C:19]2[CH:20]=[C:21]3[C:26](=[CH:27][CH:28]=2)[CH2:25][N:24](C(OC(C)(C)C)=O)[CH2:23][CH2:22]3)[N:9]=1.C(O)(C(F)(F)F)=O. The catalyst is C(Cl)Cl. The product is [CH2:25]1[C:26]2[C:21](=[CH:20][C:19]([NH:18][C:10]3[N:9]=[C:8]([CH2:7][CH2:6][C:5]4[CH:36]=[CH:37][CH:38]=[CH:39][C:4]=4[CH2:3][C:2]([NH2:1])=[O:40])[C:13]([C:14]([F:16])([F:17])[F:15])=[CH:12][N:11]=3)=[CH:28][CH:27]=2)[CH2:22][CH2:23][NH:24]1. The yield is 0.740. (8) The catalyst is C(Cl)Cl.C1C=CC([P]([Pd]([P](C2C=CC=CC=2)(C2C=CC=CC=2)C2C=CC=CC=2)([P](C2C=CC=CC=2)(C2C=CC=CC=2)C2C=CC=CC=2)[P](C2C=CC=CC=2)(C2C=CC=CC=2)C2C=CC=CC=2)(C2C=CC=CC=2)C2C=CC=CC=2)=CC=1. The reactants are C(O[C:5](=[O:22])[NH:6][CH:7]1[CH2:11][C:10](=[O:12])[O:9][CH:8]1[O:13][CH2:14][CH2:15][C:16]1[CH:21]=[CH:20][CH:19]=[CH:18][CH:17]=1)C=C.CC1C2C(=CC=CC=2)C(C)=C2C=1C=CC1C2=CC=CC=1.[NH2:43][C:44]1[CH:64]=[CH:63][C:47]([C:48]([NH:50][CH:51]([CH3:62])[C:52]([N:54]2[CH2:58][CH2:57][CH2:56][CH:55]2C(O)=O)=[O:53])=[O:49])=[CH:46][C:45]=1[Cl:65].CCN(C(C)C)C(C)C.C1C=CC2N(O)N=NC=2C=1.C(Cl)CCl. The yield is 0.730. The product is [O:12]=[C:10]1[O:9][CH:8]([O:13][CH2:14][CH2:15][C:16]2[CH:17]=[CH:18][CH:19]=[CH:20][CH:21]=2)[CH:7]([NH:6][C:5]([CH:55]2[CH2:56][CH2:57][CH2:58][N:54]2[C:52](=[O:53])[CH:51]([NH:50][C:48](=[O:49])[C:47]2[CH:63]=[CH:64][C:44]([NH2:43])=[C:45]([Cl:65])[CH:46]=2)[CH3:62])=[O:22])[CH2:11]1. (9) The reactants are [Cl:1][C:2]1[CH:12]=[C:11](Br)[CH:10]=[CH:9][C:3]=1[C:4]([O:6][CH2:7][CH3:8])=[O:5].[CH:14]([B-](F)(F)F)=[CH2:15].[K+].C(=O)([O-])[O-].[K+].[K+]. The catalyst is CS(C)=O.O. The product is [Cl:1][C:2]1[CH:12]=[C:11]([CH:14]=[CH2:15])[CH:10]=[CH:9][C:3]=1[C:4]([O:6][CH2:7][CH3:8])=[O:5]. The yield is 0.690. (10) The reactants are [NH2:1][C:2]1[CH:16]=[CH:15][CH:14]=[CH:13][C:3]=1[O:4][C:5]1[CH:10]=[CH:9][C:8]([CH3:11])=[CH:7][C:6]=1[OH:12].[N:17]([O-])=O.[Na+].O.O.Cl[Sn]Cl.[OH-].[Na+]. The catalyst is CO.O.Cl. The product is [NH:1]([C:2]1[CH:16]=[CH:15][CH:14]=[CH:13][C:3]=1[O:4][C:5]1[CH:10]=[CH:9][C:8]([CH3:11])=[CH:7][C:6]=1[OH:12])[NH2:17]. The yield is 0.560.